From a dataset of Forward reaction prediction with 1.9M reactions from USPTO patents (1976-2016). Predict the product of the given reaction. (1) Given the reactants Cl.[F:2][C:3]1[CH:4]=[C:5]2[C:9](=[CH:10][CH:11]=1)[CH2:8][NH:7][CH2:6]2.Cl.[N:13]1([CH2:19][CH2:20][CH2:21][O:22][C:23]2[CH:31]=[CH:30][C:26]([C:27]([Cl:29])=[O:28])=[CH:25][CH:24]=2)[CH2:18][CH2:17][CH2:16][CH2:15][CH2:14]1, predict the reaction product. The product is: [ClH:29].[N:13]1([CH2:19][CH2:20][CH2:21][O:22][C:23]2[CH:24]=[CH:25][C:26]([C:27]([N:7]3[CH2:6][C:5]4[C:9](=[CH:10][CH:11]=[C:3]([F:2])[CH:4]=4)[CH2:8]3)=[O:28])=[CH:30][CH:31]=2)[CH2:18][CH2:17][CH2:16][CH2:15][CH2:14]1. (2) The product is: [Cl:21][C:5]1[N:4]=[C:3]([Cl:11])[C:2]([F:1])=[CH:7][N:6]=1. Given the reactants [F:1][C:2]1[C:3](=O)[NH:4][C:5](=O)[NH:6][CH:7]=1.P(Cl)(Cl)(Cl)(Cl)[Cl:11].P(Cl)(Cl)(Cl)=O.[Cl-:21].[Na+], predict the reaction product.